The task is: Predict the product of the given reaction.. This data is from Forward reaction prediction with 1.9M reactions from USPTO patents (1976-2016). (1) Given the reactants Br.[NH2:2][C:3]1[N:11]=[CH:10][C:9]([Br:12])=[CH:8][C:4]=1[C:5]([OH:7])=O.CCN(CC)CC.C(Cl)CCl.C1C=CC2N(O)N=NC=2C=1.[CH3:34][N:35]([CH3:39])[CH2:36][CH2:37][NH2:38], predict the reaction product. The product is: [NH2:2][C:3]1[N:11]=[CH:10][C:9]([Br:12])=[CH:8][C:4]=1[C:5]([NH:38][CH2:37][CH2:36][N:35]([CH3:39])[CH3:34])=[O:7]. (2) Given the reactants [C:1]([C:3]1[CH:4]=[C:5]([C:13]2[O:17][N:16]=[C:15]([C:18]3[CH:26]=[CH:25][CH:24]=[C:23]4[C:19]=3[CH:20]=[CH:21][N:22]4[CH2:27][CH2:28][C:29]([O:31]CC)=[O:30])[N:14]=2)[CH:6]=[CH:7][C:8]=1[O:9][CH:10]([CH3:12])[CH3:11])#[N:2].[OH-].[Na+:35].O, predict the reaction product. The product is: [C:1]([C:3]1[CH:4]=[C:5]([C:13]2[O:17][N:16]=[C:15]([C:18]3[CH:26]=[CH:25][CH:24]=[C:23]4[C:19]=3[CH:20]=[CH:21][N:22]4[CH2:27][CH2:28][C:29]([O-:31])=[O:30])[N:14]=2)[CH:6]=[CH:7][C:8]=1[O:9][CH:10]([CH3:12])[CH3:11])#[N:2].[Na+:35]. (3) Given the reactants [CH3:1][O:2][C:3]([NH:5][C@H:6]([C:20]([NH:22][CH2:23][CH2:24][CH:25]([F:48])[CH2:26][C@@H:27]([C:43]([O:45][CH2:46][CH3:47])=[O:44])[N:28](C(OC(C)(C)C)=O)C(OC(C)(C)C)=O)=[O:21])[CH:7]([C:14]1[CH:19]=[CH:18][CH:17]=[CH:16][CH:15]=1)[C:8]1[CH:13]=[CH:12][CH:11]=[CH:10][CH:9]=1)=[O:4].C1(OC)C=CC=CC=1.C(O)(C(F)(F)F)=O.C([O-])(O)=O.[Na+], predict the reaction product. The product is: [CH3:1][O:2][C:3]([NH:5][C@H:6]([C:20]([NH:22][CH2:23][CH2:24][CH:25]([F:48])[CH2:26][C@@H:27]([C:43]([O:45][CH2:46][CH3:47])=[O:44])[NH2:28])=[O:21])[CH:7]([C:14]1[CH:15]=[CH:16][CH:17]=[CH:18][CH:19]=1)[C:8]1[CH:13]=[CH:12][CH:11]=[CH:10][CH:9]=1)=[O:4]. (4) Given the reactants [CH2:1]([N:4]1[C:8]([C:9]2[CH:14]=[CH:13][C:12]([F:15])=[CH:11][CH:10]=2)=[N:7][NH:6][C:5]1=[O:16])[CH:2]=[CH2:3].Br[C:18]1[CH:23]=[CH:22][C:21]([C:24]2[O:30][C:27]([CH:28]=[O:29])=[CH:26][CH:25]=2)=[CH:20][CH:19]=1.C(N(C(C)C)CC)(C)C, predict the reaction product. The product is: [F:15][C:12]1[CH:13]=[CH:14][C:9]([C:8]2[N:4]([CH2:1][CH:2]=[CH:3][C:18]3[CH:19]=[CH:20][C:21]([C:24]4[O:30][C:27]([CH:28]=[O:29])=[CH:26][CH:25]=4)=[CH:22][CH:23]=3)[C:5](=[O:16])[NH:6][N:7]=2)=[CH:10][CH:11]=1. (5) Given the reactants [CH3:1][O:2][CH2:3][CH2:4][O:5][CH2:6][C:7]([OH:9])=O.ClC(OCC(C)C)=O.[N+:18]([C:21]1[CH:22]=[C:23]([CH:25]=[CH:26][CH:27]=1)[NH2:24])([O-:20])=[O:19].C(=O)(O)[O-].[Na+], predict the reaction product. The product is: [CH3:1][O:2][CH2:3][CH2:4][O:5][CH2:6][C:7]([NH:24][C:23]1[CH:25]=[CH:26][CH:27]=[C:21]([N+:18]([O-:20])=[O:19])[CH:22]=1)=[O:9]. (6) Given the reactants [C:1]([CH2:4][CH2:5][CH2:6][O:7][C:8]1[CH:13]=[CH:12][C:11]([S:14]([C:17]2([C:23](OC(C)(C)C)=[O:24])[CH2:22][CH2:21][O:20][CH2:19][CH2:18]2)(=[O:16])=[O:15])=[CH:10][CH:9]=1)(O)=[O:2].O.[OH:31][N:32]1C2C=CC=CC=2N=N1.C(N(CC)CC)C.[C:48]1([CH3:58])[C:49]([C:54]([NH:56][NH2:57])=O)=[CH:50][CH:51]=[CH:52][CH:53]=1.Cl.CN(C)CCCN=C=NCC, predict the reaction product. The product is: [OH:31][NH:32][C:23]([C:17]1([S:14]([C:11]2[CH:10]=[CH:9][C:8]([O:7][CH2:6][CH2:5][CH2:4][C:1]3[O:2][C:54]([C:49]4[CH:50]=[CH:51][CH:52]=[CH:53][C:48]=4[CH3:58])=[N:56][N:57]=3)=[CH:13][CH:12]=2)(=[O:16])=[O:15])[CH2:22][CH2:21][O:20][CH2:19][CH2:18]1)=[O:24]. (7) Given the reactants [CH2:1]([N:8]([CH2:27][C:28]1[CH:33]=[CH:32][C:31]([NH:34][C:35]([NH:37][C:38]2[CH:43]=[CH:42][C:41]([F:44])=[CH:40][CH:39]=2)=[O:36])=[CH:30][CH:29]=1)[CH2:9][C:10]1[CH:15]=[CH:14][C:13]([NH:16][C:17]([NH:19][C:20]2[CH:25]=[CH:24][C:23]([F:26])=[CH:22][CH:21]=2)=[O:18])=[CH:12][CH:11]=1)[C:2]1[CH:7]=[CH:6][CH:5]=[CH:4][CH:3]=1.[CH3:45][S:46]([OH:49])(=[O:48])=[O:47], predict the reaction product. The product is: [CH3:45][S:46]([O-:49])(=[O:48])=[O:47].[CH2:1]([NH+:8]([CH2:9][C:10]1[CH:15]=[CH:14][C:13]([NH:16][C:17]([NH:19][C:20]2[CH:21]=[CH:22][C:23]([F:26])=[CH:24][CH:25]=2)=[O:18])=[CH:12][CH:11]=1)[CH2:27][C:28]1[CH:33]=[CH:32][C:31]([NH:34][C:35]([NH:37][C:38]2[CH:43]=[CH:42][C:41]([F:44])=[CH:40][CH:39]=2)=[O:36])=[CH:30][CH:29]=1)[C:2]1[CH:3]=[CH:4][CH:5]=[CH:6][CH:7]=1.